Dataset: Full USPTO retrosynthesis dataset with 1.9M reactions from patents (1976-2016). Task: Predict the reactants needed to synthesize the given product. (1) Given the product [CH:24]1([NH:23][C:21]([C:16]2[CH:15]=[C:14]([C:11]3[CH:12]=[CH:13][C:8]([C:6]4[O:7][C:3]([CH2:2][N:34]5[CH2:39][CH2:38][S:37][CH2:36][CH2:35]5)=[N:4][N:5]=4)=[CH:9][CH:10]=3)[C:19]([CH3:20])=[CH:18][CH:17]=2)=[O:22])[CH2:26][CH2:25]1, predict the reactants needed to synthesize it. The reactants are: Cl[CH2:2][C:3]1[O:7][C:6]([C:8]2[CH:13]=[CH:12][C:11]([C:14]3[C:19]([CH3:20])=[CH:18][CH:17]=[C:16]([C:21]([NH:23][CH:24]4[CH2:26][CH2:25]4)=[O:22])[CH:15]=3)=[CH:10][CH:9]=2)=[N:5][N:4]=1.[I-].[K+].CN(C=O)C.[NH:34]1[CH2:39][CH2:38][S:37][CH2:36][CH2:35]1. (2) Given the product [F:27][C:14]([F:13])([F:26])[C:15]1[CH:25]=[CH:24][CH:23]=[CH:22][C:16]=1[O:17][CH:18]1[CH2:21][N:20]([C:2]2[N:7]=[N:6][C:5]([C:8]([O:10][CH3:11])=[O:9])=[CH:4][CH:3]=2)[CH2:19]1, predict the reactants needed to synthesize it. The reactants are: Cl[C:2]1[N:7]=[N:6][C:5]([C:8]([O:10][CH3:11])=[O:9])=[CH:4][CH:3]=1.Cl.[F:13][C:14]([F:27])([F:26])[C:15]1[CH:25]=[CH:24][CH:23]=[CH:22][C:16]=1[O:17][CH:18]1[CH2:21][NH:20][CH2:19]1.C(=O)([O-])[O-].[K+].[K+]. (3) Given the product [CH3:1][O:2][C:3](=[O:15])[CH2:4][C:5]1[C:13]2[C:8](=[N:31][CH:10]=[CH:11][CH:12]=2)[N:7]([CH2:21][CH2:22][C:23]2[CH:28]=[CH:27][CH:26]=[CH:25][CH:24]=2)[C:6]=1[CH3:14], predict the reactants needed to synthesize it. The reactants are: [CH3:1][O:2][C:3](=[O:15])[CH2:4][C:5]1[C:13]2[C:8](=C[CH:10]=[CH:11][CH:12]=2)[NH:7][C:6]=1[CH3:14].[Na+].[I-].[H-].[Na+].Br[CH2:21][CH2:22][C:23]1[CH:28]=[CH:27][CH:26]=[CH:25][CH:24]=1.CC[N:31](C(C)C)C(C)C. (4) Given the product [CH3:29][O:28][C:25]1[CH:26]=[C:27]2[C:68](=[CH:69][C:24]=1[O:30][CH3:31])[N:67]=[CH:70][CH:71]=[C:18]2[O:17][C:11]1[CH:10]=[C:9]2[C:14]([CH:15]=[CH:16][C:7]([C:63]([O:76][CH3:75])=[O:64])=[CH:8]2)=[CH:13][CH:12]=1, predict the reactants needed to synthesize it. The reactants are: FC(F)(F)S(O[C:7]1[CH:16]=[CH:15][C:14]2[C:9](=[CH:10][C:11]([O:17][C:18]3[C:27]4C(=C[C:24]([O:30][CH3:31])=[C:25]([O:28][CH3:29])[CH:26]=4)N=CC=3)=[CH:12][CH:13]=2)[CH:8]=1)(=O)=O.C1C=CC(P(C2C=CC=CC=2)CCCP(C2C=CC=CC=2)C2C=CC=CC=2)=CC=1.[CH3:63][OH:64].CC[N:67]([CH2:70][CH3:71])[CH2:68][CH3:69].CN([CH:75]=[O:76])C. (5) Given the product [CH2:1]([C:4]1[S:5][C:6]2[C:15]3[CH:14]=[CH:13][C:12]([O:16][CH2:25][CH2:26][NH:27][C:28](=[O:34])[O:29][C:30]([CH3:33])([CH3:32])[CH3:31])=[CH:11][C:10]=3[N:9]=[CH:8][C:7]=2[N:17]=1)[CH2:2][CH3:3], predict the reactants needed to synthesize it. The reactants are: [CH2:1]([C:4]1[S:5][C:6]2[C:15]3[CH:14]=[CH:13][C:12]([OH:16])=[CH:11][C:10]=3[N:9]=[CH:8][C:7]=2[N:17]=1)[CH2:2][CH3:3].C(=O)([O-])[O-].[Cs+].[Cs+].I[CH2:25][CH2:26][NH:27][C:28](=[O:34])[O:29][C:30]([CH3:33])([CH3:32])[CH3:31]. (6) Given the product [Cl:1][C:2]1[CH:3]=[C:4]([C:13]2[C:14]([O:29][CH3:30])=[CH:15][C:16]([C:21]([CH3:27])([CH3:28])[C:22]([O:24][CH2:25][CH3:26])=[O:23])=[CH:17][C:18]=2[O:19][CH3:20])[CH:5]=[C:6]([Cl:8])[CH:7]=1, predict the reactants needed to synthesize it. The reactants are: [Cl:1][C:2]1[CH:3]=[C:4](B(O)O)[CH:5]=[C:6]([Cl:8])[CH:7]=1.Br[C:13]1[C:18]([O:19][CH3:20])=[CH:17][C:16]([C:21]([CH3:28])([CH3:27])[C:22]([O:24][CH2:25][CH3:26])=[O:23])=[CH:15][C:14]=1[O:29][CH3:30].[OH-].[Ba+2].[OH-]. (7) Given the product [CH:9]1([C:14]([C:19]2[CH:20]=[CH:21][CH:22]=[CH:23][CH:24]=2)([CH3:1])[C:15]([O:17][CH3:18])=[O:16])[CH2:13][CH2:12][CH2:11][CH2:10]1, predict the reactants needed to synthesize it. The reactants are: [CH:1]([N-]C(C)C)(C)C.[Li+].[CH:9]1([CH:14]([C:19]2[CH:24]=[CH:23][CH:22]=[CH:21][CH:20]=2)[C:15]([O:17][CH3:18])=[O:16])[CH2:13][CH2:12][CH2:11][CH2:10]1.IC.